This data is from Full USPTO retrosynthesis dataset with 1.9M reactions from patents (1976-2016). The task is: Predict the reactants needed to synthesize the given product. (1) Given the product [Cl:11][C:6]1[N:5]=[CH:4][N:3]=[C:2]2[N:13]([CH3:12])[N:14]=[CH:9][CH2:8][C:7]=12, predict the reactants needed to synthesize it. The reactants are: Cl[C:2]1[C:7]([CH2:8][CH:9]=O)=[C:6]([Cl:11])[N:5]=[CH:4][N:3]=1.[CH3:12][NH:13][NH2:14].C([O-])(=O)C.[Na+]. (2) Given the product [Br:32][C:33]1[N:38]2[N:39]=[CH:40][N:41]=[C:37]2[C:36]([NH:56][C:45]2[CH:46]=[CH:47][C:48]([N:50]3[CH2:51][CH2:52][O:53][CH2:54][CH2:55]3)=[CH:49][C:44]=2[F:43])=[N:35][CH:34]=1, predict the reactants needed to synthesize it. The reactants are: CN1CCN(C2C=CC(NC3C4N(N=CN=4)C(C4C=C(C(N)=O)SC=4)=CN=3)=CC=2)CC1.[Br:32][C:33]1[N:38]2[N:39]=[CH:40][N:41]=[C:37]2[C:36](Br)=[N:35][CH:34]=1.[F:43][C:44]1[CH:49]=[C:48]([N:50]2[CH2:55][CH2:54][O:53][CH2:52][CH2:51]2)[CH:47]=[CH:46][C:45]=1[NH2:56].CCN(C(C)C)C(C)C.N12CCN(CC1)CC2. (3) Given the product [CH:25]([NH:24][C:22]([C@@H:19]1[CH2:20][CH2:21][C@H:16]([N:15]2[C:3]3[CH:4]=[C:5]([CH2:8][N:9]4[CH2:10][CH2:11][CH2:12][CH2:13][CH2:14]4)[CH:6]=[CH:7][C:2]=3[N:1]=[C:33]2[NH:32][C:30](=[O:31])[O:29][CH3:28])[CH2:17][CH2:18]1)=[O:23])([CH3:27])[CH3:26], predict the reactants needed to synthesize it. The reactants are: [NH2:1][C:2]1[CH:7]=[CH:6][C:5]([CH2:8][N:9]2[CH2:14][CH2:13][CH2:12][CH2:11][CH2:10]2)=[CH:4][C:3]=1[NH:15][C@@H:16]1[CH2:21][CH2:20][C@H:19]([C:22]([NH:24][CH:25]([CH3:27])[CH3:26])=[O:23])[CH2:18][CH2:17]1.[CH3:28][O:29][C:30]([NH:32][C:33](=NC(OC)=O)SC)=[O:31].O.C1(C)C=CC(S(O)(=O)=O)=CC=1.C(Cl)Cl. (4) The reactants are: Br[C:2]1[CH:7]=[CH:6][N:5]2[CH:8]=[C:9]([C:11]3[CH:16]=[CH:15][CH:14]=[CH:13][CH:12]=3)[N:10]=[C:4]2[CH:3]=1.Cl.[CH3:18][O:19][C@@H:20]1[CH2:24][CH2:23][NH:22][CH2:21]1. Given the product [CH3:18][O:19][C@@H:20]1[CH2:24][CH2:23][N:22]([C:2]2[CH:7]=[CH:6][N:5]3[CH:8]=[C:9]([C:11]4[CH:16]=[CH:15][CH:14]=[CH:13][CH:12]=4)[N:10]=[C:4]3[CH:3]=2)[CH2:21]1, predict the reactants needed to synthesize it. (5) Given the product [I:1][C:2]1[C:10]2[C:5](=[N:6][C:7]([CH3:11])=[CH:8][CH:9]=2)[N:4]([CH2:15][O:16][CH2:17][CH2:18][Si:19]([CH3:22])([CH3:21])[CH3:20])[N:3]=1, predict the reactants needed to synthesize it. The reactants are: [I:1][C:2]1[C:10]2[C:5](=[N:6][C:7]([CH3:11])=[CH:8][CH:9]=2)[NH:4][N:3]=1.[OH-].[K+].Cl[CH2:15][O:16][CH2:17][CH2:18][Si:19]([CH3:22])([CH3:21])[CH3:20].